From a dataset of Full USPTO retrosynthesis dataset with 1.9M reactions from patents (1976-2016). Predict the reactants needed to synthesize the given product. (1) Given the product [Cl:1][C:2]1[CH:7]=[CH:6][C:5]([C:8]2[N:12]([CH2:13][C:14]3[CH:22]=[CH:21][CH:20]=[C:16]([CH2:17][OH:18])[CH:15]=3)[C:11](=[O:23])[N:10]([CH2:24][C:25]([NH:27][C:28]([CH3:40])([C:30]3[CH:35]=[CH:34][CH:33]=[C:32]([C:36]([F:37])([F:38])[F:39])[CH:31]=3)[CH3:29])=[O:26])[N:9]=2)=[CH:4][CH:3]=1, predict the reactants needed to synthesize it. The reactants are: [Cl:1][C:2]1[CH:7]=[CH:6][C:5]([C:8]2[N:12]([CH2:13][C:14]3[CH:15]=[C:16]([CH:20]=[CH:21][CH:22]=3)[C:17](O)=[O:18])[C:11](=[O:23])[N:10]([CH2:24][C:25]([NH:27][C:28]([CH3:40])([C:30]3[CH:35]=[CH:34][CH:33]=[C:32]([C:36]([F:39])([F:38])[F:37])[CH:31]=3)[CH3:29])=[O:26])[N:9]=2)=[CH:4][CH:3]=1.C(N(CC)CC)C.ClC(OCC(C)C)=O.[BH4-].[Na+].C(O)(=O)C. (2) Given the product [OH:8][C:7]1[C:6]([C:9]([O:11][CH3:12])=[O:10])=[N:5][CH:4]=[N:3][C:2]=1[OH:1], predict the reactants needed to synthesize it. The reactants are: [OH:1][C:2]1[C:7]([OH:8])=[C:6]([C:9]([O:11][CH3:12])=[O:10])[N:5]=[C:4](C(O)=O)[N:3]=1. (3) Given the product [Cl:1][C:2]1[CH:7]=[C:6]2[NH:8][C:9](=[O:32])[C:10]3([CH:15]([C:16]4[CH:21]=[CH:20][CH:19]=[C:18]([Cl:22])[CH:17]=4)[CH2:14][C:13](=[O:23])[N:12]([CH3:33])[CH:11]3[C:24]3[CH:29]=[C:28]([F:30])[CH:27]=[CH:26][C:25]=3[CH3:31])[C:5]2=[CH:4][CH:3]=1.[CH3:33][O:34][CH:35]([Si:37]([CH3:40])([CH3:39])[CH3:38])[CH3:36], predict the reactants needed to synthesize it. The reactants are: [Cl:1][C:2]1[CH:7]=[C:6]2[NH:8][C:9](=[O:32])[C:10]3([CH:15]([C:16]4[CH:21]=[CH:20][CH:19]=[C:18]([Cl:22])[CH:17]=4)[CH2:14][C:13](=[O:23])[NH:12][CH:11]3[C:24]3[CH:29]=[C:28]([F:30])[CH:27]=[CH:26][C:25]=3[CH3:31])[C:5]2=[CH:4][CH:3]=1.[CH3:33][O:34][CH:35]([Si:37]([CH3:40])([CH3:39])[CH3:38])[CH3:36].[H-].[Li+].IC. (4) Given the product [C:3]([C:7]1[N:11]([CH3:12])[N:10]([CH2:13][CH:14]2[CH2:15][CH2:16][CH2:17][CH2:18]2)[C:9](=[NH:19])[CH:8]=1)([CH3:6])([CH3:4])[CH3:5], predict the reactants needed to synthesize it. The reactants are: [OH-].[Na+].[C:3]([C:7]1[N:11]([CH3:12])[N:10]([CH2:13][CH:14]2[CH2:18][CH2:17][CH2:16][CH2:15]2)/[C:9](=[N:19]/C(=O)C(F)(F)F)/[CH:8]=1)([CH3:6])([CH3:5])[CH3:4]. (5) The reactants are: [Br:1][C:2]1[CH:24]=[CH:23][C:5]2[C:6]([NH:16][CH:17]([CH3:22])[C:18]([CH3:21])([CH3:20])[CH3:19])=[N:7][C:8]3[C:9](I)=[CH:10][NH:11][C:12](=[O:14])[C:13]=3[C:4]=2[CH:3]=1.[CH3:25][S:26]([O-:28])=[O:27].[Na+].N1CCCC1C(O)=O.[OH-].[Na+]. Given the product [Br:1][C:2]1[CH:24]=[CH:23][C:5]2[C:6]([NH:16][CH:17]([CH3:22])[C:18]([CH3:21])([CH3:20])[CH3:19])=[N:7][C:8]3[C:9]([S:26]([CH3:25])(=[O:28])=[O:27])=[CH:10][NH:11][C:12](=[O:14])[C:13]=3[C:4]=2[CH:3]=1, predict the reactants needed to synthesize it. (6) Given the product [N:9]1[CH:14]=[CH:13][CH:12]=[C:11]([C:2]2[CH2:7][CH2:6][CH2:5][C:4](=[O:8])[CH:3]=2)[CH:10]=1, predict the reactants needed to synthesize it. The reactants are: Cl[C:2]1[CH2:7][CH2:6][CH2:5][C:4](=[O:8])[CH:3]=1.[N:9]1[CH:14]=[CH:13][CH:12]=[C:11](B(O)O)[CH:10]=1.C(=O)([O-])[O-].[Na+].[Na+]. (7) The reactants are: Cl[C:2]([O:4][C:5]1[CH:10]=[CH:9][CH:8]=[CH:7][CH:6]=1)=[O:3].[C:11]([C:15]1[CH:16]=[CH:17][C:18]([O:22][CH3:23])=[C:19]([CH:21]=1)[NH2:20])([CH3:14])([CH3:13])[CH3:12].C([O-])(O)=O.[Na+]. Given the product [C:5]1([O:4][C:2](=[O:3])[NH:20][C:19]2[CH:21]=[C:15]([C:11]([CH3:12])([CH3:14])[CH3:13])[CH:16]=[CH:17][C:18]=2[O:22][CH3:23])[CH:10]=[CH:9][CH:8]=[CH:7][CH:6]=1, predict the reactants needed to synthesize it.